Dataset: Forward reaction prediction with 1.9M reactions from USPTO patents (1976-2016). Task: Predict the product of the given reaction. Given the reactants Cl[C:2]1[N:7]=[C:6]([N:8]([CH3:26])[CH:9]2[CH2:13][CH2:12][C:11]3([CH2:18][CH2:17][CH2:16][N:15]([C:19]([O:21][C:22]([CH3:25])([CH3:24])[CH3:23])=[O:20])[CH2:14]3)[CH2:10]2)[C:5]([Cl:27])=[CH:4][N:3]=1.Cl.[CH3:29][N:30]1[CH:34]=[C:33]([NH2:35])[CH:32]=[N:31]1.CCN(C(C)C)C(C)C, predict the reaction product. The product is: [Cl:27][C:5]1[C:6]([N:8]([CH3:26])[CH:9]2[CH2:13][CH2:12][C:11]3([CH2:18][CH2:17][CH2:16][N:15]([C:19]([O:21][C:22]([CH3:25])([CH3:23])[CH3:24])=[O:20])[CH2:14]3)[CH2:10]2)=[N:7][C:2]([NH:35][C:33]2[CH:32]=[N:31][N:30]([CH3:29])[CH:34]=2)=[N:3][CH:4]=1.